From a dataset of Catalyst prediction with 721,799 reactions and 888 catalyst types from USPTO. Predict which catalyst facilitates the given reaction. (1) Reactant: C([O:3][C:4]([C:6]1([NH:15][C:16](=[O:25])[C:17]2[CH:22]=[CH:21][C:20]([CH3:23])=[CH:19][C:18]=2[Br:24])[CH2:14][C:13]2[C:8](=[CH:9][CH:10]=[CH:11][CH:12]=2)[CH2:7]1)=[O:5])C.[OH-].[K+].O. Product: [Br:24][C:18]1[CH:19]=[C:20]([CH3:23])[CH:21]=[CH:22][C:17]=1[C:16]([NH:15][C:6]1([C:4]([OH:5])=[O:3])[CH2:14][C:13]2[C:8](=[CH:9][CH:10]=[CH:11][CH:12]=2)[CH2:7]1)=[O:25]. The catalyst class is: 14. (2) Reactant: [CH3:1][N:2]1[CH2:7][CH2:6][NH:5][CH2:4][CH2:3]1.Br[CH2:9][C:10]1[CH:20]=[CH:19][C:13]([C:14]([O:16][CH2:17][CH3:18])=[O:15])=[CH:12][C:11]=1[C:21]([F:24])([F:23])[F:22].C(=O)([O-])[O-].[K+].[K+]. Product: [CH3:1][N:2]1[CH2:7][CH2:6][N:5]([CH2:9][C:10]2[CH:20]=[CH:19][C:13]([C:14]([O:16][CH2:17][CH3:18])=[O:15])=[CH:12][C:11]=2[C:21]([F:22])([F:24])[F:23])[CH2:4][CH2:3]1. The catalyst class is: 9. (3) Reactant: [F:1][CH:2]([F:11])[C:3](=O)[CH2:4][C:5](OCC)=[O:6].[CH3:12][NH:13][NH2:14]. Product: [F:1][CH:2]([F:11])[C:3]1[CH2:4][C:5](=[O:6])[N:13]([CH3:12])[N:14]=1. The catalyst class is: 11. (4) Reactant: [CH2:1]([C:5]1[CH:13]=[CH:12][C:8]([C:9]([OH:11])=[O:10])=[CH:7][C:6]=1[C:14]([F:17])([F:16])[F:15])[CH:2]([CH3:4])[CH3:3].[CH3:18][Si](C=[N+]=[N-])(C)C. Product: [CH2:1]([C:5]1[CH:13]=[CH:12][C:8]([C:9]([O:11][CH3:18])=[O:10])=[CH:7][C:6]=1[C:14]([F:15])([F:16])[F:17])[CH:2]([CH3:4])[CH3:3]. The catalyst class is: 98. (5) Reactant: [OH:1][C:2]1[C:22]([O:23][CH3:24])=[CH:21][C:5]2[C:6]3[N:11]([CH:12]([CH3:14])[CH2:13][C:4]=2[CH:3]=1)[CH:10]=[C:9]([C:15]([O:17][CH2:18][CH3:19])=[O:16])[C:8](=[O:20])[CH:7]=3.Br[CH2:26][CH3:27].C([O-])([O-])=O.[K+].[K+].O. Product: [CH2:26]([O:1][C:2]1[C:22]([O:23][CH3:24])=[CH:21][C:5]2[C:6]3[N:11]([CH:12]([CH3:14])[CH2:13][C:4]=2[CH:3]=1)[CH:10]=[C:9]([C:15]([O:17][CH2:18][CH3:19])=[O:16])[C:8](=[O:20])[CH:7]=3)[CH3:27]. The catalyst class is: 3.